Dataset: Full USPTO retrosynthesis dataset with 1.9M reactions from patents (1976-2016). Task: Predict the reactants needed to synthesize the given product. (1) Given the product [Cl:1][C:2]1[N:7]=[CH:6][N:5]=[C:4]2[C:3]=1[NH:9][C:10](=[O:11])[NH:8]2, predict the reactants needed to synthesize it. The reactants are: [Cl:1][C:2]1[N:7]=[CH:6][N:5]=[C:4]([NH2:8])[C:3]=1[NH2:9].[C:10](N1C=CN=C1)(N1C=CN=C1)=[O:11]. (2) Given the product [NH:1]([C:8]([NH:10][C:11]1[CH:31]=[CH:30][C:14]2[N:15]([C@@H:18]([C:24]3[CH:25]=[CH:26][CH:27]=[CH:28][CH:29]=3)[CH2:19][C:20]([OH:22])=[O:21])[CH:16]=[N:17][C:13]=2[CH:12]=1)=[O:9])[C:2]1[CH:3]=[CH:4][CH:5]=[CH:6][CH:7]=1, predict the reactants needed to synthesize it. The reactants are: [NH:1]([C:8]([NH:10][C:11]1[CH:31]=[CH:30][C:14]2[N:15]([C@@H:18]([C:24]3[CH:29]=[CH:28][CH:27]=[CH:26][CH:25]=3)[CH2:19][C:20]([O:22]C)=[O:21])[CH:16]=[N:17][C:13]=2[CH:12]=1)=[O:9])[C:2]1[CH:7]=[CH:6][CH:5]=[CH:4][CH:3]=1.C(#N)C.Cl. (3) Given the product [C:1]([C:5]1[CH:10]=[CH:9][CH:8]=[CH:7][C:6]=1[N:11]1[CH2:12][CH2:13][N:14]([C:17](=[O:21])[C:18]([N:22]2[CH2:27][CH2:26][CH:25]([C:28]([O:30][CH3:31])=[O:29])[CH2:24][CH2:23]2)=[O:20])[CH2:15][CH2:16]1)([CH3:4])([CH3:2])[CH3:3], predict the reactants needed to synthesize it. The reactants are: [C:1]([C:5]1[CH:10]=[CH:9][CH:8]=[CH:7][C:6]=1[N:11]1[CH2:16][CH2:15][N:14]([C:17](=[O:21])[C:18]([OH:20])=O)[CH2:13][CH2:12]1)([CH3:4])([CH3:3])[CH3:2].[NH:22]1[CH2:27][CH2:26][CH:25]([C:28]([O:30][CH3:31])=[O:29])[CH2:24][CH2:23]1.CCN=C=NCCCN(C)C.C1C=CC2N(O)N=NC=2C=1.C(=O)([O-])O.[Na+]. (4) Given the product [CH3:16][O:15][C:14]1[C:7]2[O:6][C:5]([CH:4]=[O:3])=[CH:9][C:8]=2[CH:11]=[CH:12][CH:13]=1, predict the reactants needed to synthesize it. The reactants are: C([O:3][CH:4](OCC)[CH2:5][O:6][C:7]1[C:14]([O:15][CH3:16])=[CH:13][CH:12]=[CH:11][C:8]=1[CH:9]=O)C. (5) Given the product [NH2:20][C:16]1[CH:17]=[C:18]([CH3:19])[C:13]([N:9]2[C@H:10]([CH3:12])[CH2:11][N:6]([C:4]([CH:1]3[CH2:3][CH2:2]3)=[O:5])[C@@H:7]([CH3:23])[CH2:8]2)=[N:14][CH:15]=1, predict the reactants needed to synthesize it. The reactants are: [CH:1]1([C:4]([N:6]2[CH2:11][C@@H:10]([CH3:12])[N:9]([C:13]3[C:18]([CH3:19])=[CH:17][C:16]([N+:20]([O-])=O)=[CH:15][N:14]=3)[CH2:8][C@@H:7]2[CH3:23])=[O:5])[CH2:3][CH2:2]1. (6) The reactants are: [Cl:1][C:2]1[CH:3]=[C:4]([CH2:9][C:10]#[N:11])[CH:5]=[CH:6][C:7]=1[F:8].B.C1COCC1.CO. Given the product [Cl:1][C:2]1[CH:3]=[C:4]([CH2:9][CH2:10][NH2:11])[CH:5]=[CH:6][C:7]=1[F:8], predict the reactants needed to synthesize it.